This data is from Forward reaction prediction with 1.9M reactions from USPTO patents (1976-2016). The task is: Predict the product of the given reaction. (1) Given the reactants [NH2:1][C:2]1[C:3]([O:17][CH2:18][CH:19]2[CH2:24][CH2:23][N:22](C(OC(C)(C)C)=O)[CH2:21][CH2:20]2)=[CH:4][C:5]([NH:8][C:9]2[CH:14]=[N:13][C:12]([C:15]#[N:16])=[CH:11][N:10]=2)=[N:6][CH:7]=1.FC(F)(F)C(O)=O, predict the reaction product. The product is: [NH2:1][C:2]1[C:3]([O:17][CH2:18][CH:19]2[CH2:24][CH2:23][NH:22][CH2:21][CH2:20]2)=[CH:4][C:5]([NH:8][C:9]2[N:10]=[CH:11][C:12]([C:15]#[N:16])=[N:13][CH:14]=2)=[N:6][CH:7]=1. (2) Given the reactants Br[C:2]1[CH:7]=[CH:6][C:5]([CH:8]([N:12]2[CH2:25][CH2:24][C:15]3([O:20][CH2:19][C:18](=[O:21])[N:17]([CH2:22][CH3:23])[CH2:16]3)[CH2:14][CH2:13]2)[C:9]([NH2:11])=[O:10])=[C:4]([F:26])[CH:3]=1.CC1(C)C(C)(C)OB(B2OC(C)(C)C(C)(C)O2)O1.C([O-])(=O)C.[K+].Br[C:51]1[CH:60]=[C:59]2[C:54]([CH:55]=[C:56]([O:61][CH3:62])[CH:57]=[N:58]2)=[CH:53][CH:52]=1.C([O-])([O-])=O.[K+].[K+], predict the reaction product. The product is: [CH2:22]([N:17]1[CH2:16][C:15]2([CH2:24][CH2:25][N:12]([CH:8]([C:5]3[CH:6]=[CH:7][C:2]([C:51]4[CH:60]=[C:59]5[C:54]([CH:55]=[C:56]([O:61][CH3:62])[CH:57]=[N:58]5)=[CH:53][CH:52]=4)=[CH:3][C:4]=3[F:26])[C:9]([NH2:11])=[O:10])[CH2:13][CH2:14]2)[O:20][CH2:19][C:18]1=[O:21])[CH3:23].